Dataset: Reaction yield outcomes from USPTO patents with 853,638 reactions. Task: Predict the reaction yield, written as a fraction of the theoretical maximum amount of product (1.0 means a 100% yield; for example, 0.34 means a 34% yield). (1) The reactants are C(N1C2C(=CC(S(N)(=O)=O)=CC=2)CC1)C.[Cl:16][C:17]1[CH:18]=[C:19]([CH2:24][C:25]([N:27]2[C:35]3[C:30](=[CH:31][C:32]([S:36]([NH2:39])(=[O:38])=[O:37])=[CH:33][CH:34]=3)[CH2:29][CH2:28]2)=O)[CH:20]=[CH:21][C:22]=1[Cl:23]. No catalyst specified. The product is [Cl:16][C:17]1[CH:18]=[C:19]([CH:20]=[CH:21][C:22]=1[Cl:23])[CH2:24][CH2:25][N:27]1[C:35]2[C:30](=[CH:31][C:32]([S:36]([NH2:39])(=[O:38])=[O:37])=[CH:33][CH:34]=2)[CH2:29][CH2:28]1. The yield is 0.660. (2) The reactants are [CH3:1][O:2][C:3]1[CH:4]=[CH:5][C:6]2[C:10]([C:11](=[O:24])[C:12]3[CH:17]=[C:16]([O:18][CH3:19])[C:15]([O:20][CH3:21])=[C:14]([O:22][CH3:23])[CH:13]=3)=[C:9]([CH3:25])[S:8][C:7]=2[C:26]=1[O:27]S(C1C=CC(C)=CC=1)(=O)=O.CO. The catalyst is C1COCC1.[OH-].[Na+]. The product is [OH:27][C:26]1[C:7]2[S:8][C:9]([CH3:25])=[C:10]([C:11](=[O:24])[C:12]3[CH:17]=[C:16]([O:18][CH3:19])[C:15]([O:20][CH3:21])=[C:14]([O:22][CH3:23])[CH:13]=3)[C:6]=2[CH:5]=[CH:4][C:3]=1[O:2][CH3:1]. The yield is 0.280. (3) The reactants are Br[CH2:2][C:3]([O:5][CH2:6][CH3:7])=[O:4].C(=O)([O-])[O-].[K+].[K+].[SH:14][C:15]1[CH:20]=[CH:19][C:18]([OH:21])=[CH:17][CH:16]=1. The catalyst is CN(C=O)C. The product is [OH:21][C:18]1[CH:19]=[CH:20][C:15]([S:14][CH2:2][C:3]([O:5][CH2:6][CH3:7])=[O:4])=[CH:16][CH:17]=1. The yield is 0.780. (4) The reactants are [C:1]1([NH:7]N)[CH:6]=[CH:5][CH:4]=[CH:3][CH:2]=1.O=[C:10]([CH2:16][CH2:17][CH2:18][CH3:19])[C:11]([O:13][CH2:14][CH3:15])=[O:12].O.CCOC(C)=O. The catalyst is C(O)C. The product is [CH2:17]([C:16]1[C:6]2[C:1](=[CH:2][CH:3]=[CH:4][CH:5]=2)[NH:7][C:10]=1[C:11]([O:13][CH2:14][CH3:15])=[O:12])[CH2:18][CH3:19]. The yield is 0.580. (5) The reactants are Br[C:2]1[CH:8]=[C:7]([N+:9]([O-:11])=[O:10])[C:6]([F:12])=[CH:5][C:3]=1[NH2:4].[CH3:13][C:14]([CH3:18])([CH3:17])[C:15]#[CH:16].CCN(CC)CC. The catalyst is C1(C)C=CC=CC=1.O.[Cu]I.Cl[Pd](Cl)([P](C1C=CC=CC=1)(C1C=CC=CC=1)C1C=CC=CC=1)[P](C1C=CC=CC=1)(C1C=CC=CC=1)C1C=CC=CC=1. The product is [CH3:13][C:14]([CH3:18])([CH3:17])[C:15]#[C:16][C:2]1[CH:8]=[C:7]([N+:9]([O-:11])=[O:10])[C:6]([F:12])=[CH:5][C:3]=1[NH2:4]. The yield is 0.460. (6) The yield is 0.650. The catalyst is O.C1(C)C=CC(S(O)(=O)=O)=CC=1.C1(C)C=CC=CC=1. The reactants are [NH2:1][C:2]1[CH:6]=[C:5]([C:7]([N:9]([O:11][CH3:12])[CH3:10])=[O:8])[NH:4][N:3]=1.[CH3:13][C:14](=O)[CH2:15][CH2:16][C:17](=O)[CH3:18]. The product is [CH3:18][C:17]1[N:1]([C:2]2[CH:6]=[C:5]([C:7]([N:9]([O:11][CH3:12])[CH3:10])=[O:8])[NH:4][N:3]=2)[C:14]([CH3:13])=[CH:15][CH:16]=1. (7) The reactants are Br[C:2]1[CH:7]=[C:6]([F:8])[CH:5]=[CH:4][C:3]=1[CH:9]([F:11])[F:10].CN(C)[CH:14]=[O:15].Cl. The catalyst is C1COCC1. The product is [F:10][CH:9]([F:11])[C:3]1[CH:4]=[CH:5][C:6]([F:8])=[CH:7][C:2]=1[CH:14]=[O:15]. The yield is 0.368.